From a dataset of Full USPTO retrosynthesis dataset with 1.9M reactions from patents (1976-2016). Predict the reactants needed to synthesize the given product. (1) Given the product [CH2:1]([O:4][N:5]([C@H:18]1[CH2:23][NH:22][C@H:21]([C:31]([NH2:32])=[O:33])[C:20]([CH3:34])=[CH:19]1)[S:6]([C:9]1[CH:14]=[CH:13][CH:12]=[CH:11][C:10]=1[N+:15]([O-:17])=[O:16])(=[O:8])=[O:7])[CH:2]=[CH2:3], predict the reactants needed to synthesize it. The reactants are: [CH2:1]([O:4][N:5]([C@H:18]1[CH2:23][N:22](C(OC(C)(C)C)=O)[C@H:21]([C:31](=[O:33])[NH2:32])[C:20]([CH3:34])=[CH:19]1)[S:6]([C:9]1[CH:14]=[CH:13][CH:12]=[CH:11][C:10]=1[N+:15]([O-:17])=[O:16])(=[O:8])=[O:7])[CH:2]=[CH2:3]. (2) Given the product [Cl:1][C:2]1[CH:3]=[C:4]2[C:9](=[CH:10][C:11]=1[F:12])[C:8]([CH3:14])([CH3:13])[C:7](=[O:15])[C:6]([C:16]([NH:18][CH2:19][C:20]([OH:22])=[O:21])=[O:17])=[C:5]2[OH:27], predict the reactants needed to synthesize it. The reactants are: [Cl:1][C:2]1[CH:3]=[C:4]2[C:9](=[CH:10][C:11]=1[F:12])[C:8]([CH3:14])([CH3:13])[C:7](=[O:15])[C:6]([C:16]([NH:18][CH2:19][C:20]([O:22]C(C)(C)C)=[O:21])=[O:17])=[C:5]2[OH:27].C(O)(C(F)(F)F)=O. (3) Given the product [OH:39][C:40]1[CH:41]=[C:42]([C:51]2[C:52]([C:67]([O:69][CH2:70][CH3:71])=[O:68])=[C:53]([C:56]3[C:57]([C:63]([F:65])([F:66])[F:64])=[N+:58]([O-:62])[CH:59]=[CH:60][CH:61]=3)[O:54][CH:55]=2)[CH:43]=[C:44]([N+:48]([O-:50])=[O:49])[C:45]=1[OH:46], predict the reactants needed to synthesize it. The reactants are: C(OC(=O)CC(C1C(C(F)(F)F)=[N+]([O-])C=CC=1)=O)C.BrCC(C1C=C([N+]([O-])=O)C(OC)=C(OC)C=1)=O.Cl.C[O:39][C:40]1[CH:41]=[C:42]([C:51]2[C:52]([C:67]([O:69][CH2:70][CH3:71])=[O:68])=[C:53]([C:56]3[C:57]([C:63]([F:66])([F:65])[F:64])=[N+:58]([O-:62])[CH:59]=[CH:60][CH:61]=3)[O:54][CH:55]=2)[CH:43]=[C:44]([N+:48]([O-:50])=[O:49])[C:45]=1[O:46]C.B(Br)(Br)Br. (4) Given the product [F:25][C:22]1[CH:21]=[CH:20][C:19]([C:17]2[N:18]=[C:14]([CH:13]=[CH:12][CH2:11][N:3]3[CH:8]=[CH:7][CH:6]=[CH:5][C:4]3=[O:9])[S:15][CH:16]=2)=[CH:24][CH:23]=1, predict the reactants needed to synthesize it. The reactants are: [H-].[Na+].[NH:3]1[CH:8]=[CH:7][CH:6]=[CH:5][C:4]1=[O:9].Cl[CH2:11][CH:12]=[CH:13][C:14]1[S:15][CH:16]=[C:17]([C:19]2[CH:24]=[CH:23][C:22]([F:25])=[CH:21][CH:20]=2)[N:18]=1. (5) Given the product [CH3:1][O:3][C:4]([CH:6]([P:22]([O:27][CH3:28])([O:24][CH3:25])=[O:23])[O:7][C@H:8]1[CH2:12][C@@H:11]([N:13]2[CH:21]=[CH:19][C:17](=[O:18])[NH:16][C:14]2=[O:15])[CH2:10][CH2:9]1)=[O:5], predict the reactants needed to synthesize it. The reactants are: [CH2:1]([O:3][C:4]([CH:6]([P:22]([O:27][CH2:28]C)([O:24][CH2:25]C)=[O:23])[O:7][C@@H:8]1[CH2:12][C@H:11]([N:13]2[CH:21]=[C:19](C)[C:17](=[O:18])[NH:16][C:14]2=[O:15])[CH2:10][CH2:9]1)=[O:5])C.CC(O)C.CCCCCC. (6) Given the product [Cl:1][C:2]1[CH:10]=[C:9]2[C:5]([CH2:6][CH2:7][C@H:8]2[NH:11][S@@:12]([C:14]([CH3:16])([CH3:15])[CH3:17])=[O:13])=[C:4]([F:18])[CH:3]=1, predict the reactants needed to synthesize it. The reactants are: [Cl:1][C:2]1[CH:10]=[C:9]2[C:5]([CH2:6][CH2:7][C:8]2=[N:11][S@@:12]([C:14]([CH3:17])([CH3:16])[CH3:15])=[O:13])=[C:4]([F:18])[CH:3]=1.O.[BH4-].[Na+].